Dataset: Catalyst prediction with 721,799 reactions and 888 catalyst types from USPTO. Task: Predict which catalyst facilitates the given reaction. (1) Product: [CH3:3][C:4]1[CH:5]=[CH:6][C:7]([C:10]2[N:14]([C:15]3[CH:16]=[N:17][CH:18]=[CH:19][CH:20]=3)[N:13]=[C:12]([C:21]([OH:23])=[O:22])[CH:11]=2)=[N:8][CH:9]=1. The catalyst class is: 7. Reactant: [OH-].[Na+].[CH3:3][C:4]1[CH:5]=[CH:6][C:7]([C:10]2[N:14]([C:15]3[CH:16]=[N:17][CH:18]=[CH:19][CH:20]=3)[N:13]=[C:12]([C:21]([O:23]C)=[O:22])[CH:11]=2)=[N:8][CH:9]=1.Cl.C(Cl)(Cl)Cl. (2) Reactant: [Cl:1][C:2]1[CH:3]=[CH:4][C:5]2[C:11](=O)[CH2:10][CH2:9][CH2:8][N:7]([CH3:13])[C:6]=2[CH:14]=1.[CH3:15][O:16][C:17]1[CH:24]=[C:23]([O:25][CH3:26])[CH:22]=[CH:21][C:18]=1[CH2:19][NH2:20].CCN(CC)CC. Product: [Cl:1][C:2]1[CH:3]=[CH:4][C:5]2[C:11](=[N:20][CH2:19][C:18]3[CH:21]=[CH:22][C:23]([O:25][CH3:26])=[CH:24][C:17]=3[O:16][CH3:15])[CH2:10][CH2:9][CH2:8][N:7]([CH3:13])[C:6]=2[CH:14]=1. The catalyst class is: 388. (3) Reactant: I[CH2:2][CH:3]1[O:8][C:7]([CH3:10])([CH3:9])[CH2:6][O:5][CH2:4]1.[N-:11]=[N+:12]=[N-:13].[Na+]. Product: [N:11]([CH2:2][CH:3]1[O:8][C:7]([CH3:10])([CH3:9])[CH2:6][O:5][CH2:4]1)=[N+:12]=[N-:13]. The catalyst class is: 303. (4) Reactant: Cl.Cl.[NH2:3][C:4]1[NH:9][C:8](=[O:10])[C:7]([C:11]([NH:13][CH2:14][CH:15]2[CH2:20][CH2:19][NH:18][CH2:17][CH2:16]2)=[O:12])=[CH:6][C:5]=1[Cl:21].I[CH2:23][CH3:24].C(=O)([O-])[O-].[K+].[K+]. Product: [NH2:3][C:4]1[NH:9][C:8](=[O:10])[C:7]([C:11]([NH:13][CH2:14][CH:15]2[CH2:20][CH2:19][N:18]([CH2:23][CH3:24])[CH2:17][CH2:16]2)=[O:12])=[CH:6][C:5]=1[Cl:21]. The catalyst class is: 9. (5) Reactant: Br[CH2:2][C:3]1[O:4][CH:5]=[C:6]([C:8]([O:10][CH2:11][CH3:12])=[O:9])[N:7]=1.[C:13]([O-:16])(=[O:15])[CH3:14].[K+]. Product: [C:13]([O:16][CH2:2][C:3]1[O:4][CH:5]=[C:6]([C:8]([O:10][CH2:11][CH3:12])=[O:9])[N:7]=1)(=[O:15])[CH3:14]. The catalyst class is: 10. (6) Reactant: [Cl:1][C:2]1[CH:3]=[N:4][CH:5]=[C:6]([Cl:27])[C:7]=1[NH:8][C:9]1[NH:10][C:11]2[C:17]3[CH2:18][C:19]([CH3:22])([CH3:21])[O:20][C:16]=3[C:15]([C:23]([O:25]C)=O)=[CH:14][C:12]=2[N:13]=1.[F:28][C:29]1[C:35]([F:36])=[C:34]([F:37])[CH:33]=[CH:32][C:30]=1[NH2:31].C[Al](C)C. Product: [Cl:1][C:2]1[CH:3]=[N:4][CH:5]=[C:6]([Cl:27])[C:7]=1[NH:8][C:9]1[NH:10][C:11]2[C:17]3[CH2:18][C:19]([CH3:21])([CH3:22])[O:20][C:16]=3[C:15]([C:23]([NH:31][C:30]3[CH:32]=[CH:33][C:34]([F:37])=[C:35]([F:36])[C:29]=3[F:28])=[O:25])=[CH:14][C:12]=2[N:13]=1. The catalyst class is: 11.